Dataset: Full USPTO retrosynthesis dataset with 1.9M reactions from patents (1976-2016). Task: Predict the reactants needed to synthesize the given product. (1) Given the product [C:1]1([C:7]2[S:8][CH:9]=[C:10]([C:12]([OH:14])=[O:13])[N:11]=2)[CH:2]=[CH:3][CH:4]=[CH:5][CH:6]=1, predict the reactants needed to synthesize it. The reactants are: [C:1]1([C:7]2[S:8][CH:9]=[C:10]([C:12]([O:14]CC)=[O:13])[N:11]=2)[CH:6]=[CH:5][CH:4]=[CH:3][CH:2]=1.[OH-].[Na+]. (2) Given the product [NH2:30][C:12]1[N:11]([CH3:15])[C:10](=[O:16])[C:9]([C:4]2[CH:5]=[CH:6][C:7]([F:8])=[C:2]([Br:1])[CH:3]=2)([C:17]2[CH:22]=[CH:21][CH:20]=[CH:19][CH:18]=2)[N:13]=1, predict the reactants needed to synthesize it. The reactants are: [Br:1][C:2]1[CH:3]=[C:4]([C:9]2([C:17]3[CH:22]=[CH:21][CH:20]=[CH:19][CH:18]=3)[NH:13][C:12](=S)[N:11]([CH3:15])[C:10]2=[O:16])[CH:5]=[CH:6][C:7]=1[F:8].C(OO)(C)(C)C.[OH-].[NH4+:30]. (3) Given the product [I:26][C:13]1[C:14]([C:21]([O:23][CH2:24][CH3:25])=[O:22])=[C:15]2[C:16](=[O:17])[NH:8][CH:9]([CH3:27])[CH2:10][N:11]2[N:12]=1, predict the reactants needed to synthesize it. The reactants are: C(OC([NH:8][CH:9]([CH3:27])[CH2:10][N:11]1[C:15]([C:16](OCC)=[O:17])=[C:14]([C:21]([O:23][CH2:24][CH3:25])=[O:22])[C:13]([I:26])=[N:12]1)=O)(C)(C)C.Cl. (4) Given the product [CH3:1][C:2]1[CH:7]=[CH:6][N:5]2[C:8]([C:18]3[CH:23]=[CH:22][N:21]=[C:20]([C:24]4[CH:29]=[CH:28][C:27]([O:30][CH2:31][CH2:32][N:34]5[CH2:38][CH2:37][CH2:36][CH2:35]5)=[CH:26][CH:25]=4)[CH:19]=3)=[C:9]([C:11]3[CH:16]=[CH:15][CH:14]=[C:13]([CH3:17])[N:12]=3)[N:10]=[C:4]2[CH:3]=1, predict the reactants needed to synthesize it. The reactants are: [CH3:1][C:2]1[CH:7]=[CH:6][N:5]2[C:8]([C:18]3[CH:23]=[CH:22][N:21]=[C:20]([C:24]4[CH:29]=[CH:28][C:27]([O:30][CH2:31][CH2:32]Br)=[CH:26][CH:25]=4)[CH:19]=3)=[C:9]([C:11]3[CH:16]=[CH:15][CH:14]=[C:13]([CH3:17])[N:12]=3)[N:10]=[C:4]2[CH:3]=1.[NH:34]1[CH2:38][CH2:37][CH2:36][CH2:35]1. (5) Given the product [CH2:1]([N:8]1[C:12]2=[C:13]([N+:27]([O-:29])=[O:28])[C:14]([NH:41][C:32]3[CH:33]=[CH:34][C:35]([Si:37]([CH3:39])([CH3:38])[CH3:40])=[CH:36][C:31]=3[F:30])=[C:15]([CH3:18])[C:16](=[O:17])[N:11]2[CH2:10][CH2:9]1)[C:2]1[CH:3]=[CH:4][CH:5]=[CH:6][CH:7]=1, predict the reactants needed to synthesize it. The reactants are: [CH2:1]([N:8]1[C:12]2=[C:13]([N+:27]([O-:29])=[O:28])[C:14](OS(C(F)(F)F)(=O)=O)=[C:15]([CH3:18])[C:16](=[O:17])[N:11]2[CH2:10][CH2:9]1)[C:2]1[CH:7]=[CH:6][CH:5]=[CH:4][CH:3]=1.[F:30][C:31]1[CH:36]=[C:35]([Si:37]([CH3:40])([CH3:39])[CH3:38])[CH:34]=[CH:33][C:32]=1[NH2:41].CC1(C)C2C(=C(P(C3C=CC=CC=3)C3C=CC=CC=3)C=CC=2)OC2C(P(C3C=CC=CC=3)C3C=CC=CC=3)=CC=CC1=2.[O-]P([O-])([O-])=O.[K+].[K+].[K+]. (6) The reactants are: [S:1]1[C:5]([C:6]([OH:8])=O)=[CH:4][C:3]2[CH:9]=[CH:10][CH:11]=[CH:12][C:2]1=2.[NH2:13][C:14]1[CH:15]=[CH:16][C:17]([N:22]2[CH2:27][CH2:26][CH:25]([N:28]3[CH2:33][CH2:32][CH2:31][CH2:30][CH2:29]3)[CH2:24][CH2:23]2)=[C:18]([CH:21]=1)[C:19]#[N:20]. Given the product [C:19]([C:18]1[CH:21]=[C:14]([NH:13][C:6]([C:5]2[S:1][C:2]3[CH:12]=[CH:11][CH:10]=[CH:9][C:3]=3[CH:4]=2)=[O:8])[CH:15]=[CH:16][C:17]=1[N:22]1[CH2:23][CH2:24][CH:25]([N:28]2[CH2:33][CH2:32][CH2:31][CH2:30][CH2:29]2)[CH2:26][CH2:27]1)#[N:20], predict the reactants needed to synthesize it. (7) The reactants are: C[O:2][C:3](=[O:43])[C:4]1[CH:9]=[CH:8][C:7]([NH:10][C:11]([C@H:13]2[C@H:17]([C:18]3[CH:23]=[CH:22][CH:21]=[C:20]([Cl:24])[C:19]=3[F:25])[C@:16]([C:28]3[CH:33]=[CH:32][C:31]([Cl:34])=[CH:30][C:29]=3[F:35])([C:26]#[N:27])[C@H:15]([CH2:36][C:37]([CH3:40])([CH3:39])[CH3:38])[NH:14]2)=[O:12])=[CH:6][C:5]=1[O:41][CH3:42].[CH:44](=O)[CH2:45][CH2:46][CH:47]=[CH2:48].C(O[BH-](OC(=O)C)OC(=O)C)(=O)C.[Na+].[Li+].[OH-]. Given the product [Cl:24][C:20]1[C:19]([F:25])=[C:18]([C@@H:17]2[C@:16]([C:28]3[CH:33]=[CH:32][C:31]([Cl:34])=[CH:30][C:29]=3[F:35])([C:26]#[N:27])[C@H:15]([CH2:36][C:37]([CH3:38])([CH3:39])[CH3:40])[N:14]([CH2:48][CH2:47][CH2:46][CH:45]=[CH2:44])[C@H:13]2[C:11]([NH:10][C:7]2[CH:8]=[CH:9][C:4]([C:3]([OH:2])=[O:43])=[C:5]([O:41][CH3:42])[CH:6]=2)=[O:12])[CH:23]=[CH:22][CH:21]=1, predict the reactants needed to synthesize it.